Dataset: Full USPTO retrosynthesis dataset with 1.9M reactions from patents (1976-2016). Task: Predict the reactants needed to synthesize the given product. Given the product [CH2:1]([N:7]([CH3:30])[CH:8]1[C:16]2[C:11](=[CH:12][C:13]([O:17][C:18]3[CH:26]=[CH:25][C:21]([C:22]([NH2:24])=[O:23])=[CH:20][N:19]=3)=[CH:14][CH:15]=2)[CH2:10][CH2:9]1)[CH2:2][CH2:3][CH2:4][CH2:5][CH3:6], predict the reactants needed to synthesize it. The reactants are: [CH2:1]([NH:7][CH:8]1[C:16]2[C:11](=[CH:12][C:13]([O:17][C:18]3[CH:26]=[CH:25][C:21]([C:22]([NH2:24])=[O:23])=[CH:20][N:19]=3)=[CH:14][CH:15]=2)[CH2:10][CH2:9]1)[CH2:2][CH2:3][CH2:4][CH2:5][CH3:6].C=O.[BH3-][C:30]#N.[Na+].